Dataset: Full USPTO retrosynthesis dataset with 1.9M reactions from patents (1976-2016). Task: Predict the reactants needed to synthesize the given product. (1) Given the product [CH:34]([N:47]1[CH2:50][C:49]2([CH2:55][N:54]([C:31]([C:29]3[S:30][C:26]([CH3:25])=[CH:27][CH:28]=3)=[O:33])[CH2:53][CH2:52][O:51]2)[CH2:48]1)([C:35]1[CH:36]=[CH:37][CH:38]=[CH:39][CH:40]=1)[C:41]1[CH:42]=[CH:43][CH:44]=[CH:45][CH:46]=1, predict the reactants needed to synthesize it. The reactants are: CN(C(ON1N=NC2C=CC=NC1=2)=[N+](C)C)C.F[P-](F)(F)(F)(F)F.[CH3:25][C:26]1[S:30][C:29]([C:31]([OH:33])=O)=[CH:28][CH:27]=1.[CH:34]([N:47]1[CH2:50][C:49]2([CH2:55][NH:54][CH2:53][CH2:52][O:51]2)[CH2:48]1)([C:41]1[CH:46]=[CH:45][CH:44]=[CH:43][CH:42]=1)[C:35]1[CH:40]=[CH:39][CH:38]=[CH:37][CH:36]=1.C(N(CC)CC)C. (2) The reactants are: [C:1]([C:5]1[CH:36]=[CH:35][C:8]([C:9]([N:11]2[C@@H:15]([C:16]3[S:20][C:19](Cl)=[N:18][CH:17]=3)[C@@H:14]([C:22]3[CH:27]=[N:26][CH:25]=[CH:24][N:23]=3)[CH2:13][C@@:12]2([CH2:31][CH:32]([CH3:34])[CH3:33])[C:28]([OH:30])=[O:29])=[O:10])=[CH:7][CH:6]=1)([CH3:4])([CH3:3])[CH3:2]. Given the product [C:1]([C:5]1[CH:6]=[CH:7][C:8]([C:9]([N:11]2[C@@H:15]([C:16]3[S:20][CH:19]=[N:18][CH:17]=3)[C@@H:14]([C:22]3[CH:27]=[N:26][CH:25]=[CH:24][N:23]=3)[CH2:13][C@@:12]2([CH2:31][CH:32]([CH3:33])[CH3:34])[C:28]([OH:30])=[O:29])=[O:10])=[CH:35][CH:36]=1)([CH3:3])([CH3:2])[CH3:4], predict the reactants needed to synthesize it. (3) Given the product [F:1][C:2]1[CH:15]=[CH:14][CH:13]=[CH:12][C:3]=1[CH2:4][N:5]1[CH2:10][CH2:9][C:8]2([O:11][CH2:18]2)[CH2:7][CH2:6]1, predict the reactants needed to synthesize it. The reactants are: [F:1][C:2]1[CH:15]=[CH:14][CH:13]=[CH:12][C:3]=1[CH2:4][N:5]1[CH2:10][CH2:9][C:8](=[O:11])[CH2:7][CH2:6]1.[OH-].[Na+].[C:18]1(C)C=CC=CC=1. (4) The reactants are: [C:1]([O:5][C:6]([N:8]1[CH:12]([C:13]2[CH:18]=[CH:17][CH:16]=[CH:15][CH:14]=2)[CH2:11][CH:10](O)[CH:9]1[CH2:20][O:21][Si:22]([C:35]([CH3:38])([CH3:37])[CH3:36])([C:29]1[CH:34]=[CH:33][CH:32]=[CH:31][CH:30]=1)[C:23]1[CH:28]=[CH:27][CH:26]=[CH:25][CH:24]=1)=[O:7])([CH3:4])([CH3:3])[CH3:2].CC(OI1(OC(C)=O)(OC(C)=O)OC(=O)C2C=CC=CC1=2)=O.C[Si]([N-][Si](C)(C)C)(C)C.[Na+].N(C1C=CC=CC=1)(S(C(F)(F)F)(=O)=O)S(C(F)(F)F)(=O)=O.[F:92][C:93]1[CH:98]=[CH:97][C:96]([F:99])=[CH:95][C:94]=1B(O)O. Given the product [C:1]([O:5][C:6]([N:8]1[CH:12]([C:13]2[CH:18]=[CH:17][CH:16]=[CH:15][CH:14]=2)[CH:11]=[C:10]([C:94]2[CH:95]=[C:96]([F:99])[CH:97]=[CH:98][C:93]=2[F:92])[CH:9]1[CH2:20][O:21][Si:22]([C:35]([CH3:38])([CH3:37])[CH3:36])([C:23]1[CH:28]=[CH:27][CH:26]=[CH:25][CH:24]=1)[C:29]1[CH:30]=[CH:31][CH:32]=[CH:33][CH:34]=1)=[O:7])([CH3:4])([CH3:2])[CH3:3], predict the reactants needed to synthesize it. (5) Given the product [CH:1]1([CH:7]([NH:21][C:22]2[CH:23]=[CH:24][C:25]([C:26]([NH:32][CH2:33][CH2:34][C:35]([O:37][CH2:38][CH3:39])=[O:36])=[O:27])=[CH:29][CH:30]=2)[C:8]2[CH:12]=[C:11]([CH:13]3[CH2:14][CH2:15][S:16][CH2:17][CH2:18]3)[S:10][C:9]=2[CH2:19][CH3:20])[CH2:6][CH2:5][CH2:4][CH2:3][CH2:2]1, predict the reactants needed to synthesize it. The reactants are: [CH:1]1([CH:7]([NH:21][C:22]2[CH:30]=[CH:29][C:25]([C:26](O)=[O:27])=[CH:24][CH:23]=2)[C:8]2[CH:12]=[C:11]([CH:13]3[CH2:18][CH2:17][S:16][CH2:15][CH2:14]3)[S:10][C:9]=2[CH2:19][CH3:20])[CH2:6][CH2:5][CH2:4][CH2:3][CH2:2]1.Cl.[NH2:32][CH2:33][CH2:34][C:35]([O:37][CH2:38][CH3:39])=[O:36].O.ON1C2C=CC=CC=2N=N1.Cl.C(N=C=NCCCN(C)C)C.Cl. (6) Given the product [S:1]1[C:5]2[CH:6]=[CH:7][CH:8]=[CH:9][C:4]=2[CH:3]=[C:2]1[CH2:10][N:39]1[CH2:40][CH2:41][N:36]([C:31]2[CH:32]=[CH:33][CH:34]=[CH:35][N:30]=2)[CH2:37][CH2:38]1, predict the reactants needed to synthesize it. The reactants are: [S:1]1[C:5]2[CH:6]=[CH:7][CH:8]=[CH:9][C:4]=2[CH:3]=[C:2]1[CH2:10]O.CS(OS(C)(=O)=O)(=O)=O.CCN(C(C)C)C(C)C.[N:30]1[CH:35]=[CH:34][CH:33]=[CH:32][C:31]=1[N:36]1[CH2:41][CH2:40][NH:39][CH2:38][CH2:37]1. (7) Given the product [ClH:60].[C:44]([NH:43][C@H:32]([CH2:33][CH2:34][C:35](=[O:42])[N:36]1[CH2:37][CH2:38][CH2:39][CH2:40][CH2:41]1)[C:30]([NH:29][C@@H:8]([CH2:1][C:2]1[CH:7]=[CH:6][CH:5]=[CH:4][CH:3]=1)[C@H:9]([OH:28])[CH2:10][NH:11][CH2:12][C:13]1[CH:18]=[CH:17][CH:16]=[C:15]([O:19][CH3:20])[CH:14]=1)=[O:31])([O:45][CH2:46][C:47]1[CH:52]=[CH:51][CH:50]=[CH:49][CH:48]=1)=[O:53], predict the reactants needed to synthesize it. The reactants are: [CH2:1]([C@H:8]([NH:29][C:30]([C@@H:32]([NH:43][C:44](=[O:53])[O:45][CH2:46][C:47]1[CH:52]=[CH:51][CH:50]=[CH:49][CH:48]=1)[CH2:33][CH2:34][C:35](=[O:42])[N:36]1[CH2:41][CH2:40][CH2:39][CH2:38][CH2:37]1)=[O:31])[C@H:9]([OH:28])[CH2:10][N:11](C(OC(C)(C)C)=O)[CH2:12][C:13]1[CH:18]=[CH:17][CH:16]=[C:15]([O:19][CH3:20])[CH:14]=1)[C:2]1[CH:7]=[CH:6][CH:5]=[CH:4][CH:3]=1.O1CCOCC1.[ClH:60].